From a dataset of Forward reaction prediction with 1.9M reactions from USPTO patents (1976-2016). Predict the product of the given reaction. Given the reactants [F:1][C@H:2]1[CH2:18][C@@H:17]2[C@:9]([F:25])([C@@H:10]([OH:24])[CH2:11][C@@:12]3([CH3:23])[C@H:16]2[CH2:15][CH:14]=[C:13]3[C:19](=[O:22])[CH2:20]O)[C@:8]2([CH3:26])[C:3]1=[CH:4][C:5](=[O:27])[CH:6]=[CH:7]2.CCN(C(C)C)C(C)C.[F-:37].[K+].CCCC[N+](CCCC)(CCCC)CCCC.[F-].C1COCC1, predict the reaction product. The product is: [F:1][C@H:2]1[CH2:18][C@@H:17]2[C@:9]([F:25])([C@@H:10]([OH:24])[CH2:11][C@@:12]3([CH3:23])[C@H:16]2[CH2:15][CH:14]=[C:13]3[C:19](=[O:22])[CH2:20][F:37])[C@:8]2([CH3:26])[C:3]1=[CH:4][C:5](=[O:27])[CH:6]=[CH:7]2.